Dataset: Full USPTO retrosynthesis dataset with 1.9M reactions from patents (1976-2016). Task: Predict the reactants needed to synthesize the given product. (1) Given the product [Br:1][C:2]1[CH:7]=[CH:6][N:5]=[C:4]2[N:8]([CH2:17][C:16]3[CH:19]=[CH:20][C:13]([O:12][CH3:11])=[CH:14][CH:15]=3)[CH:9]=[CH:10][C:3]=12, predict the reactants needed to synthesize it. The reactants are: [Br:1][C:2]1[CH:7]=[CH:6][N:5]=[C:4]2[NH:8][CH:9]=[CH:10][C:3]=12.[CH3:11][O:12][C:13]1[CH:20]=[CH:19][C:16]([CH2:17]Cl)=[CH:15][CH:14]=1. (2) Given the product [CH2:1]([O:8][C:9]1[CH:14]=[C:13]([O:15][CH2:16][C:17]2[CH:22]=[CH:21][CH:20]=[CH:19][CH:18]=2)[C:12]([CH:23]([CH3:25])[CH3:24])=[CH:11][C:10]=1[C:26]1[O:30][N:29]=[C:28]([C:31]([NH:33][CH2:34][CH3:35])=[O:32])[C:27]=1[C:36]1[N:40]=[C:39]([N:45]2[CH2:49][CH2:48][CH2:47][CH2:46]2)[O:38][N:37]=1)[C:2]1[CH:7]=[CH:6][CH:5]=[CH:4][CH:3]=1, predict the reactants needed to synthesize it. The reactants are: [CH2:1]([O:8][C:9]1[CH:14]=[C:13]([O:15][CH2:16][C:17]2[CH:22]=[CH:21][CH:20]=[CH:19][CH:18]=2)[C:12]([CH:23]([CH3:25])[CH3:24])=[CH:11][C:10]=1[C:26]1[O:30][N:29]=[C:28]([C:31]([NH:33][CH2:34][CH3:35])=[O:32])[C:27]=1[C:36]1[N:40]=[C:39](C(Cl)(Cl)Cl)[O:38][N:37]=1)[C:2]1[CH:7]=[CH:6][CH:5]=[CH:4][CH:3]=1.[NH:45]1[CH2:49][CH2:48][CH2:47][CH2:46]1. (3) The reactants are: N[C:2]1[CH:11]=[CH:10][C:9]([CH:12]2[CH2:14][CH2:13]2)=[CH:8][C:3]=1[C:4]([O:6]C)=[O:5].ClC1C=C(C=C([F:25])C=1)C(O)=O. Given the product [CH:12]1([C:9]2[CH:8]=[C:3]([CH:2]=[C:11]([F:25])[CH:10]=2)[C:4]([OH:6])=[O:5])[CH2:14][CH2:13]1, predict the reactants needed to synthesize it. (4) Given the product [N:3]1[C:2]2[C:7](=[CH:14][CH:13]=[CH:18][N:1]=2)[CH:6]=[CH:5][CH:4]=1, predict the reactants needed to synthesize it. The reactants are: [NH2:1][C:2]1[CH:7]=[CH:6][CH:5]=[CH:4][N:3]=1.[Al+3].[Cl-].[Cl-].[Cl-].Cl[C:13]1[CH:18]=CC=C[CH:14]=1.C(Cl)Cl. (5) Given the product [Br:1][C:2]1[CH:7]=[C:6]([C:16]([CH3:21])([CH3:15])[CH2:17][C:18]([OH:20])=[O:19])[CH:5]=[CH:4][C:3]=1[O:8][CH3:9], predict the reactants needed to synthesize it. The reactants are: [Br:1][C:2]1[CH:7]=[CH:6][CH:5]=[CH:4][C:3]=1[O:8][CH3:9].S(=O)(=O)(O)O.[CH3:15][C:16]([CH3:21])=[CH:17][C:18]([OH:20])=[O:19]. (6) Given the product [C:1]([O:5][C:6](=[O:22])[NH:7][C:8]1[CH:13]=[C:12]([N:27]([CH:24]2[CH2:26][CH2:25]2)[CH3:28])[C:11]([C:15]([F:18])([F:17])[F:16])=[CH:10][C:9]=1[N+:19]([O-:21])=[O:20])([CH3:4])([CH3:3])[CH3:2], predict the reactants needed to synthesize it. The reactants are: [C:1]([O:5][C:6](=[O:22])[NH:7][C:8]1[CH:13]=[C:12](Cl)[C:11]([C:15]([F:18])([F:17])[F:16])=[CH:10][C:9]=1[N+:19]([O-:21])=[O:20])([CH3:4])([CH3:3])[CH3:2].Cl.[CH:24]1([NH:27][CH3:28])[CH2:26][CH2:25]1.CCN(CC)CC. (7) Given the product [CH3:1][O:2][N:3]=[C:4]1[C:8]([CH2:13][O:14][S:15]([CH3:18])(=[O:16])=[O:17])([CH2:9][NH2:10])[CH2:7][N:6]([CH2:19][C:20]2[CH:25]=[CH:24][CH:23]=[CH:22][CH:21]=2)[CH2:5]1, predict the reactants needed to synthesize it. The reactants are: [CH3:1][O:2][N:3]=[C:4]1[C:8]([CH2:13][O:14][S:15]([CH3:18])(=[O:17])=[O:16])([CH2:9][N:10]=[N+]=[N-])[CH2:7][N:6]([CH2:19][C:20]2[CH:25]=[CH:24][CH:23]=[CH:22][CH:21]=2)[CH2:5]1.[H][H]. (8) Given the product [F:1][C:2]1[C:3]([NH:10][S:11]([CH2:14][CH2:15][CH3:16])(=[O:13])=[O:12])=[N:4][CH:5]=[C:6]([F:9])[C:7]=1[I:8], predict the reactants needed to synthesize it. The reactants are: [F:1][C:2]1[C:3]([N:10](S(CCC)(=O)=O)[S:11]([CH2:14][CH2:15][CH3:16])(=[O:13])=[O:12])=[N:4][CH:5]=[C:6]([F:9])[C:7]=1[I:8].Cl. (9) Given the product [CH3:15][O:14][C:7]1[CH:8]=[C:9]2[C:4](=[CH:5][CH:6]=1)[N:3]=[C:2]([NH:19][CH2:16][CH2:17][CH3:18])[C:11]([CH:12]=[O:13])=[CH:10]2, predict the reactants needed to synthesize it. The reactants are: Cl[C:2]1[C:11]([CH:12]=[O:13])=[CH:10][C:9]2[C:4](=[CH:5][CH:6]=[C:7]([O:14][CH3:15])[CH:8]=2)[N:3]=1.[CH2:16]([NH2:19])[CH2:17][CH3:18].